This data is from Forward reaction prediction with 1.9M reactions from USPTO patents (1976-2016). The task is: Predict the product of the given reaction. (1) The product is: [N+:1]([C:4]1[CH:5]=[C:6]2[C:10](=[CH:11][CH:12]=1)[NH:9][CH:8]=[C:7]2[C:18]#[N:17])([O-:3])=[O:2]. Given the reactants [N+:1]([C:4]1[CH:5]=[C:6]2[C:10](=[CH:11][CH:12]=1)[NH:9][CH:8]=[CH:7]2)([O-:3])=[O:2].ClS([N:17]=[C:18]=O)(=O)=O, predict the reaction product. (2) Given the reactants [F:1][C:2]1[C:10]([O:11]S(C)(=O)=O)=[C:9]2[C:5]([CH:6]=[C:7]([C:16]([O:18]CC)=[O:17])[NH:8]2)=[CH:4][C:3]=1[O:21][C:22]1[CH:23]=[N:24][C:25]([S:28]([CH3:31])(=[O:30])=[O:29])=[CH:26][CH:27]=1.O1CCCC1.CO.[OH-].[K+], predict the reaction product. The product is: [F:1][C:2]1[C:10]([OH:11])=[C:9]2[C:5]([CH:6]=[C:7]([C:16]([OH:18])=[O:17])[NH:8]2)=[CH:4][C:3]=1[O:21][C:22]1[CH:23]=[N:24][C:25]([S:28]([CH3:31])(=[O:29])=[O:30])=[CH:26][CH:27]=1. (3) Given the reactants Br[CH2:2][CH2:3][CH2:4][CH2:5][CH2:6][CH2:7][CH2:8][CH2:9][CH2:10][CH2:11][CH:12]([C:18]([O-:20])=[O:19])[C:13]([O:15]CC)=[O:14].NC(N)=[S:23].[OH-].[Na+].Cl, predict the reaction product. The product is: [SH:23][CH2:2][CH2:3][CH2:4][CH2:5][CH2:6][CH2:7][CH2:8][CH2:9][CH2:10][CH2:11][CH:12]([C:18]([OH:20])=[O:19])[C:13]([OH:15])=[O:14].